From a dataset of Catalyst prediction with 721,799 reactions and 888 catalyst types from USPTO. Predict which catalyst facilitates the given reaction. (1) Reactant: [CH3:1][N:2]([CH2:13][C:14]1([C:19]([OH:21])=[O:20])[CH2:18][CH2:17][CH2:16][CH2:15]1)S(C1C=CC(C)=CC=1)(=O)=O.C(O)(=O)C.[BrH:26]. Product: [BrH:26].[CH3:1][NH:2][CH2:13][C:14]1([C:19]([OH:21])=[O:20])[CH2:18][CH2:17][CH2:16][CH2:15]1. The catalyst class is: 6. (2) Reactant: Cl.[Cl:2][CH2:3][CH2:4][CH2:5][NH2:6].C([O-])([O-])=O.[K+].[K+].[C:13]([C:17]([C:20]([C:23]([C:26]([C:29]([CH2:32][CH2:33][S:34](Cl)(=[O:36])=[O:35])([F:31])[F:30])([F:28])[F:27])([F:25])[F:24])([F:22])[F:21])([F:19])[F:18])([F:16])([F:15])[F:14]. Product: [C:13]([C:17]([C:20]([C:23]([C:26]([C:29]([CH2:32][CH2:33][S:34]([NH:6][CH2:5][CH2:4][CH2:3][Cl:2])(=[O:36])=[O:35])([F:30])[F:31])([F:28])[F:27])([F:25])[F:24])([F:22])[F:21])([F:19])[F:18])([F:16])([F:15])[F:14]. The catalyst class is: 57.